This data is from Forward reaction prediction with 1.9M reactions from USPTO patents (1976-2016). The task is: Predict the product of the given reaction. (1) Given the reactants [C:1]([CH2:9][C:10]#[N:11])(=O)[C:2]1[CH:7]=[CH:6][CH:5]=[CH:4][CH:3]=1.Cl.[Br:13][C:14]1[C:23]2[C:18](=[CH:19][C:20]([Br:24])=[CH:21][CH:22]=2)[CH:17]=[CH:16][C:15]=1[O:25][CH2:26][CH2:27][NH:28][NH2:29], predict the reaction product. The product is: [Br:13][C:14]1[C:23]2[C:18](=[CH:19][C:20]([Br:24])=[CH:21][CH:22]=2)[CH:17]=[CH:16][C:15]=1[O:25][CH2:26][CH2:27][N:28]1[C:10]([NH2:11])=[CH:9][C:1]([C:2]2[CH:7]=[CH:6][CH:5]=[CH:4][CH:3]=2)=[N:29]1. (2) The product is: [CH2:1]([O:8][C:9]1[C:13]([CH2:14][OH:15])=[CH:12][N:11]([C:19]2[CH:24]=[CH:23][CH:22]=[CH:21][CH:20]=2)[N:10]=1)[C:2]1[CH:3]=[CH:4][CH:5]=[CH:6][CH:7]=1. Given the reactants [CH2:1]([O:8][C:9]1[C:13]([C:14](OCC)=[O:15])=[CH:12][N:11]([C:19]2[CH:24]=[CH:23][CH:22]=[CH:21][CH:20]=2)[N:10]=1)[C:2]1[CH:7]=[CH:6][CH:5]=[CH:4][CH:3]=1.[H-].[Li+].[Al+3].[H-].[H-].[H-].O.O.O.O.O.O.O.O.O.O.[O-]S([O-])(=O)=O.[Na+].[Na+], predict the reaction product. (3) Given the reactants [Cl:1][C:2]1[CH:8]=[CH:7][C:5]([NH2:6])=[CH:4][CH:3]=1.BrCCCCCC[N:16]1[C:20](=[O:21])[C:19]2=[CH:22][CH:23]=[CH:24][CH:25]=[C:18]2[C:17]1=O.[C:27]([O-:30])([O-])=O.[K+].[K+], predict the reaction product. The product is: [Cl:1][C:2]1[CH:8]=[CH:7][C:5]([NH:6][CH2:4][CH2:3][CH2:2][CH2:8][CH2:7][CH2:17][C:18]23[CH:25]=[CH:24][CH:23]=[CH:22][CH:19]2[C:20]([NH:16][C:27]3=[O:30])=[O:21])=[CH:4][CH:3]=1. (4) Given the reactants [NH2:1][CH2:2][CH2:3][CH2:4][C:5]1[C:6]([NH:13][CH2:14][CH2:15][CH2:16][CH2:17][CH3:18])=[N:7][C:8]([NH2:12])=[N:9][C:10]=1[CH3:11].[CH:19]([C:21]1[CH:22]=[C:23]([CH2:27][C:28]([O:30][CH3:31])=[O:29])[CH:24]=[CH:25][CH:26]=1)=O.[BH4-].[Na+].C(=O)(O)[O-].[Na+], predict the reaction product. The product is: [NH2:12][C:8]1[N:9]=[C:10]([CH3:11])[C:5]([CH2:4][CH2:3][CH2:2][NH:1][CH2:19][C:21]2[CH:22]=[C:23]([CH2:27][C:28]([O:30][CH3:31])=[O:29])[CH:24]=[CH:25][CH:26]=2)=[C:6]([NH:13][CH2:14][CH2:15][CH2:16][CH2:17][CH3:18])[N:7]=1.